This data is from Reaction yield outcomes from USPTO patents with 853,638 reactions. The task is: Predict the reaction yield, written as a fraction of the theoretical maximum amount of product (1.0 means a 100% yield; for example, 0.34 means a 34% yield). The reactants are [CH3:1][O:2][C:3]1[CH:8]=[CH:7][C:6]([CH2:9][OH:10])=[CH:5][CH:4]=1.Br[CH2:12][C:13]([OH:15])=[O:14].[H-].[Na+].O. The catalyst is C1COCC1. The product is [CH3:1][O:2][C:3]1[CH:8]=[CH:7][C:6]([CH2:9][O:10][CH2:12][C:13]([OH:15])=[O:14])=[CH:5][CH:4]=1. The yield is 0.710.